Predict the reactants needed to synthesize the given product. From a dataset of Full USPTO retrosynthesis dataset with 1.9M reactions from patents (1976-2016). (1) Given the product [F:1][C:2]1[CH:10]=[C:9]2[C:5]([C:6]([C:11]3[CH:12]=[N:13][N:14]([C@H:16]4[CH2:17][CH2:18][C@H:19]([C:22]([NH:26][CH3:25])=[O:24])[CH2:20][CH2:21]4)[CH:15]=3)=[CH:7][NH:8]2)=[CH:4][CH:3]=1, predict the reactants needed to synthesize it. The reactants are: [F:1][C:2]1[CH:10]=[C:9]2[C:5]([C:6]([C:11]3[CH:12]=[N:13][N:14]([CH:16]4[CH2:21][CH2:20][CH:19]([C:22]([OH:24])=O)[CH2:18][CH2:17]4)[CH:15]=3)=[CH:7][NH:8]2)=[CH:4][CH:3]=1.[CH3:25][NH2:26]. (2) Given the product [CH3:14][O:2][C:1](=[O:3])[C:4]1[CH:9]=[CH:8][C:7]([S:10](=[O:12])(=[O:11])[NH2:13])=[CH:6][CH:5]=1, predict the reactants needed to synthesize it. The reactants are: [C:1]([C:4]1[CH:9]=[CH:8][C:7]([S:10]([NH2:13])(=[O:12])=[O:11])=[CH:6][CH:5]=1)([OH:3])=[O:2].[CH:14](Cl)(Cl)Cl.C[Si](C=[N+]=[N-])(C)C. (3) Given the product [Br:1][C:18]1[C:11]2[C:10]([Cl:9])=[N:15][CH:14]=[N:13][C:12]=2[N:16]([C@H:19]2[CH2:22][C@@H:21]([CH2:23][N:24]3[CH2:29][CH2:28][S:27](=[O:30])(=[O:31])[CH2:26][CH2:25]3)[CH2:20]2)[CH:17]=1, predict the reactants needed to synthesize it. The reactants are: [Br:1]N1C(=O)CCC1=O.[Cl:9][C:10]1[C:11]2[CH:18]=[CH:17][N:16]([C@H:19]3[CH2:22][C@@H:21]([CH2:23][N:24]4[CH2:29][CH2:28][S:27](=[O:31])(=[O:30])[CH2:26][CH2:25]4)[CH2:20]3)[C:12]=2[N:13]=[CH:14][N:15]=1.